Predict the product of the given reaction. From a dataset of Forward reaction prediction with 1.9M reactions from USPTO patents (1976-2016). (1) Given the reactants I[C:2]1[CH:3]=[C:4]2[N:10]=[CH:9][N:8]([CH2:11][CH2:12][N:13]3[CH2:17][CH2:16][CH2:15][CH2:14]3)[C:5]2=[N:6][CH:7]=1.[Cl:18][C:19]1[CH:24]=[CH:23][C:22]([C:25]2[CH:26]=[CH:27][C:28]([C:31]#[CH:32])=[N:29][CH:30]=2)=[CH:21][CH:20]=1, predict the reaction product. The product is: [Cl:18][C:19]1[CH:20]=[CH:21][C:22]([C:25]2[CH:26]=[CH:27][C:28]([C:31]#[C:32][C:2]3[CH:3]=[C:4]4[N:10]=[CH:9][N:8]([CH2:11][CH2:12][N:13]5[CH2:17][CH2:16][CH2:15][CH2:14]5)[C:5]4=[N:6][CH:7]=3)=[N:29][CH:30]=2)=[CH:23][CH:24]=1. (2) Given the reactants [CH3:1][C:2]1[C:7]([N+:8]([O-])=O)=[CH:6][CH:5]=[CH:4][C:3]=1[CH:11]1[O:16][CH2:15][CH:14]2[CH2:17][N:18]([C:21]([O:23][C:24]([CH3:27])([CH3:26])[CH3:25])=[O:22])[CH2:19][CH2:20][N:13]2[CH2:12]1.[H][H], predict the reaction product. The product is: [NH2:8][C:7]1[C:2]([CH3:1])=[C:3]([CH:11]2[O:16][CH2:15][C@@H:14]3[CH2:17][N:18]([C:21]([O:23][C:24]([CH3:26])([CH3:25])[CH3:27])=[O:22])[CH2:19][CH2:20][N:13]3[CH2:12]2)[CH:4]=[CH:5][CH:6]=1.